This data is from Peptide-MHC class II binding affinity with 134,281 pairs from IEDB. The task is: Regression. Given a peptide amino acid sequence and an MHC pseudo amino acid sequence, predict their binding affinity value. This is MHC class II binding data. (1) The peptide sequence is PAKNIYSFNEIVALW. The MHC is DRB1_0101 with pseudo-sequence DRB1_0101. The binding affinity (normalized) is 0.345. (2) The peptide sequence is MPRSIGGPVSSHNHI. The MHC is HLA-DQA10303-DQB10402 with pseudo-sequence HLA-DQA10303-DQB10402. The binding affinity (normalized) is 0.250.